This data is from Peptide-MHC class I binding affinity with 185,985 pairs from IEDB/IMGT. The task is: Regression. Given a peptide amino acid sequence and an MHC pseudo amino acid sequence, predict their binding affinity value. This is MHC class I binding data. (1) The peptide sequence is TTTIKPVSYK. The MHC is HLA-A03:01 with pseudo-sequence HLA-A03:01. The binding affinity (normalized) is 0.773. (2) The peptide sequence is VQKEGVFHTM. The MHC is HLA-B15:01 with pseudo-sequence HLA-B15:01. The binding affinity (normalized) is 0.705. (3) The peptide sequence is CGSVGFNIDY. The MHC is HLA-A26:01 with pseudo-sequence HLA-A26:01. The binding affinity (normalized) is 0.0815. (4) The peptide sequence is RKAKIIKDY. The MHC is HLA-B15:03 with pseudo-sequence HLA-B15:03. The binding affinity (normalized) is 0.261. (5) The peptide sequence is GSFQEFRSNH. The MHC is HLA-A03:01 with pseudo-sequence HLA-A03:01. The binding affinity (normalized) is 0.0511.